Dataset: Reaction yield outcomes from USPTO patents with 853,638 reactions. Task: Predict the reaction yield, written as a fraction of the theoretical maximum amount of product (1.0 means a 100% yield; for example, 0.34 means a 34% yield). (1) The reactants are [F:1][C:2]1[CH:3]=[CH:4][C:5]([O:31]C)=[C:6]([C:8]([CH3:30])([CH3:29])[CH2:9][C:10]([OH:28])([C:24]([F:27])([F:26])[F:25])[CH:11]=[N:12][C:13]2[CH:21]=[C:20]([F:22])[CH:19]=[C:18]3[C:14]=2[CH2:15][NH:16][C:17]3=[O:23])[CH:7]=1.B(Br)(Br)Br.CO.ClCCl. The catalyst is ClCCl. The product is [F:1][C:2]1[CH:3]=[CH:4][C:5]([OH:31])=[C:6]2[C:7]=1[CH:11]([NH:12][C:13]1[CH:21]=[C:20]([F:22])[CH:19]=[C:18]3[C:14]=1[CH2:15][NH:16][C:17]3=[O:23])[C:10]([OH:28])([C:24]([F:27])([F:26])[F:25])[CH2:9][C:8]2([CH3:30])[CH3:29]. The yield is 0.0270. (2) The reactants are [F:1][C:2]1[CH:3]=[C:4]([C:9]2[CH:14]=[CH:13][CH:12]=[CH:11][C:10]=2[S:15]([CH3:18])(=[O:17])=[O:16])[CH:5]=[CH:6][C:7]=1[NH2:8].C(N(CC)CC)C.[Br:26][CH2:27][C:28](Cl)=[O:29]. The catalyst is ClCCl.CCOC(C)=O. The product is [Br:26][CH2:27][C:28]([NH:8][C:7]1[CH:6]=[CH:5][C:4]([C:9]2[CH:14]=[CH:13][CH:12]=[CH:11][C:10]=2[S:15]([CH3:18])(=[O:17])=[O:16])=[CH:3][C:2]=1[F:1])=[O:29]. The yield is 0.920. (3) The reactants are Cl[C:2]1[N:9]=[CH:8][C:7]([F:10])=[CH:6][C:3]=1[C:4]#[N:5].Cl.[NH:12]1[CH2:15][CH2:14][CH2:13]1. No catalyst specified. The product is [N:12]1([C:2]2[N:9]=[CH:8][C:7]([F:10])=[CH:6][C:3]=2[C:4]#[N:5])[CH2:15][CH2:14][CH2:13]1. The yield is 0.780. (4) The reactants are [NH:1]([C:3]1[CH:8]=[CH:7][CH:6]=[CH:5][N:4]=1)[NH2:2].CCN([CH2:14][CH3:15])CC.C([CH:18]([C:22](Cl)=[O:23])[C:19](Cl)=[O:20])C.C1C[O:28]CC1. The catalyst is O. The product is [N:4]1[CH:5]=[CH:6][CH:7]=[CH:8][C:3]=1[NH:1][NH:2][C:22]([CH2:18][C:19]([O:20][CH2:14][CH3:15])=[O:28])=[O:23]. The yield is 0.520.